Dataset: Forward reaction prediction with 1.9M reactions from USPTO patents (1976-2016). Task: Predict the product of the given reaction. (1) Given the reactants [C:1]([C:3]1[CH:4]=[C:5]([C:10]([O:12][C:13]([CH3:16])([CH3:15])[CH3:14])=[O:11])[S:6][C:7]=1[NH:8][NH2:9])#[N:2].Cl, predict the reaction product. The product is: [NH2:2][C:1]1[C:3]2[CH:4]=[C:5]([C:10]([O:12][C:13]([CH3:16])([CH3:15])[CH3:14])=[O:11])[S:6][C:7]=2[NH:8][N:9]=1. (2) Given the reactants [CH2:1]([O:3][CH:4]([O:21][CH2:22][CH3:23])[C:5]1[O:13][C:12]2[C:11]([C:14]3[CH:15]=[C:16]([CH:18]=[CH:19][CH:20]=3)[NH2:17])=[CH:10][N:9]=[CH:8][C:7]=2[CH:6]=1)[CH3:2].[C:24]1([S:30](Cl)(=[O:32])=[O:31])[CH:29]=[CH:28][CH:27]=[CH:26][CH:25]=1, predict the reaction product. The product is: [CH2:22]([O:21][CH:4]([O:3][CH2:1][CH3:2])[C:5]1[O:13][C:12]2[C:11]([C:14]3[CH:15]=[C:16]([NH:17][S:30]([C:24]4[CH:29]=[CH:28][CH:27]=[CH:26][CH:25]=4)(=[O:32])=[O:31])[CH:18]=[CH:19][CH:20]=3)=[CH:10][N:9]=[CH:8][C:7]=2[CH:6]=1)[CH3:23]. (3) Given the reactants [Cl:1][C:2]1[S:3][C:4]([C:7]([OH:9])=O)=[CH:5][N:6]=1.[NH:10]1[CH2:15][CH2:14][O:13][CH2:12][CH2:11]1.CN(C(ON1N=NC2C=CC=NC1=2)=[N+](C)C)C.F[P-](F)(F)(F)(F)F.CCN(C(C)C)C(C)C, predict the reaction product. The product is: [Cl:1][C:2]1[S:3][C:4]([C:7]([N:10]2[CH2:15][CH2:14][O:13][CH2:12][CH2:11]2)=[O:9])=[CH:5][N:6]=1. (4) Given the reactants Cl[C:2]1[CH:7]=[CH:6][N+:5]([O-:8])=[CH:4][C:3]=1[CH3:9].[OH-].[Na+].[F:12][C:13]([F:23])([F:22])[CH2:14][O:15][CH2:16][CH2:17][O:18][CH2:19][CH2:20][OH:21].Cl, predict the reaction product. The product is: [F:12][C:13]([F:22])([F:23])[CH2:14][O:15][CH2:16][CH2:17][O:18][CH2:19][CH2:20][O:21][C:2]1[CH:7]=[CH:6][N+:5]([O-:8])=[CH:4][C:3]=1[CH3:9]. (5) Given the reactants Cl.C(OC1C=CC(N)=CC=1)C1C=CC=CC=1.[CH3:17][C:18]1[CH:19]=[CH:20][N:21](C(O)=O)[N:22]=1.[CH2:26]([O:33][C:34]1[CH:39]=[CH:38][C:37]([NH:40][C:41](C2C=CC=CN=2)=[O:42])=[CH:36][CH:35]=1)[C:27]1[CH:32]=[CH:31][CH:30]=[CH:29][CH:28]=1, predict the reaction product. The product is: [CH2:26]([O:33][C:34]1[CH:39]=[CH:38][C:37]([NH:40][C:41]([C:20]2[CH:19]=[C:18]([CH3:17])[NH:22][N:21]=2)=[O:42])=[CH:36][CH:35]=1)[C:27]1[CH:28]=[CH:29][CH:30]=[CH:31][CH:32]=1. (6) Given the reactants [CH2:1]([C:13]1[O:14][CH:15]=[CH:16][CH:17]=1)[CH2:2][CH2:3][CH2:4][CH2:5][CH2:6][CH2:7][CH2:8][CH2:9][CH2:10][CH2:11][CH3:12].C([O-])(O)=[O:19].[Na+].C1C(=O)N(Br)C(=O)C1.N1C=CC=CC=1, predict the reaction product. The product is: [O:19]=[C:13]([CH2:1][CH2:2][CH2:3][CH2:4][CH2:5][CH2:6][CH2:7][CH2:8][CH2:9][CH2:10][CH2:11][CH3:12])/[CH:17]=[CH:16]/[CH:15]=[O:14]. (7) Given the reactants [CH3:1][C:2]1[C@:8]([OH:17])(/[CH:9]=[CH:10]/[C:11](/[CH3:16])=[CH:12]\[C:13]([OH:15])=[O:14])[C:7]([CH3:19])([CH3:18])[CH2:6][C:4](=[O:5])[CH:3]=1.[CH3:20][N:21]([CH3:23])[CH3:22].CC1C(O)(/C=C/C(/C)=C\C(O)=O)C(C)(C)CC(=O)C=1.C([O-])(=O)/C=C/C=C/C.[K+], predict the reaction product. The product is: [CH3:1][C:2]1[C:8]([OH:17])(/[CH:9]=[CH:10]/[C:11](/[CH3:16])=[CH:12]\[C:13]([OH:15])=[O:14])[C:7]([CH3:19])([CH3:18])[CH2:6][C:4](=[O:5])[CH:3]=1.[CH3:20][NH+:21]([CH3:23])[CH3:22]. (8) Given the reactants [CH:1]([C:3]1[CH:4]=[CH:5][C:6]([N:10]2[CH2:16][CH2:15][CH2:14][N:13]([C:17]([O:19][C:20]([CH3:23])([CH3:22])[CH3:21])=[O:18])[CH2:12][CH2:11]2)=[N:7][C:8]=1[OH:9])=O.N1CCCCC1.C(O)(=O)C.[CH3:34][C:35]1[N:36]=[C:37]([CH3:50])[C:38]2[N:39]([CH:41]=[C:42]([CH2:44][C:45](OCC)=[O:46])[N:43]=2)[CH:40]=1, predict the reaction product. The product is: [CH3:34][C:35]1[N:36]=[C:37]([CH3:50])[C:38]2[N:39]([CH:41]=[C:42]([C:44]3[C:45](=[O:46])[O:9][C:8]4=[N:7][C:6]([N:10]5[CH2:16][CH2:15][CH2:14][N:13]([C:17]([O:19][C:20]([CH3:23])([CH3:22])[CH3:21])=[O:18])[CH2:12][CH2:11]5)=[CH:5][CH:4]=[C:3]4[CH:1]=3)[N:43]=2)[CH:40]=1.